From a dataset of Forward reaction prediction with 1.9M reactions from USPTO patents (1976-2016). Predict the product of the given reaction. (1) Given the reactants [F:1][C:2]1[CH:7]=[C:6]([CH3:8])[CH:5]=[CH:4][C:3]=1[N:9]1[C:13]2[CH:14]=[CH:15][CH:16]=[CH:17][C:12]=2[NH:11][S:10]1(=[O:19])=[O:18].C(=O)([O-])[O-].[Cs+].[Cs+].[Cl:26][CH2:27]/[CH:28]=[CH:29]\[CH2:30]Cl, predict the reaction product. The product is: [Cl:26][CH2:27]/[CH:28]=[CH:29]\[CH2:30][N:11]1[C:12]2[CH:17]=[CH:16][CH:15]=[CH:14][C:13]=2[N:9]([C:3]2[CH:4]=[CH:5][C:6]([CH3:8])=[CH:7][C:2]=2[F:1])[S:10]1(=[O:19])=[O:18]. (2) Given the reactants C[Si]([C:5]#[N:6])(C)C.[C:7]1([CH2:19]O)[CH:8]=[N:9][N:10]2[CH:15]=[CH:14][C:13]3[O:16][CH2:17][CH2:18][C:12]=3[C:11]=12, predict the reaction product. The product is: [C:7]1([CH2:19][C:5]#[N:6])[CH:8]=[N:9][N:10]2[CH:15]=[CH:14][C:13]3[O:16][CH2:17][CH2:18][C:12]=3[C:11]=12. (3) Given the reactants [CH2:1]([O:3][CH:4]([C:6]1[CH:14]=[CH:13][C:9]([C:10]([OH:12])=O)=[CH:8][CH:7]=1)[CH3:5])C.CN(C(ON1N=NC2C=CC=NC1=2)=[N+](C)C)C.F[P-](F)(F)(F)(F)F.C(N(CC)CC)C.[NH2:46][CH2:47][C:48]1[C:49]([OH:56])=[N:50][C:51]([CH3:55])=[CH:52][C:53]=1[CH3:54], predict the reaction product. The product is: [OH:56][C:49]1[C:48]([CH2:47][NH:46][C:10](=[O:12])[C:9]2[CH:8]=[CH:7][C:6]([CH:4]([O:3][CH3:1])[CH3:5])=[CH:14][CH:13]=2)=[C:53]([CH3:54])[CH:52]=[C:51]([CH3:55])[N:50]=1. (4) The product is: [CH:1]1([N:4]([CH2:30][C:31]2[CH:36]=[C:35]([CH2:37][CH2:38][CH2:39][O:40][CH3:41])[CH:34]=[C:33]([O:42][CH2:43][CH2:44][O:45][CH3:46])[CH:32]=2)[C:5]([CH:7]2[C:12]([OH:21])([C:13]3[CH:18]=[CH:17][C:16](=[O:19])[N:15]([CH3:20])[CH:14]=3)[CH2:11][CH2:10][NH:9][CH2:8]2)=[O:6])[CH2:2][CH2:3]1. Given the reactants [CH:1]1([N:4]([CH2:30][C:31]2[CH:36]=[C:35]([CH2:37][CH2:38][CH2:39][O:40][CH3:41])[CH:34]=[C:33]([O:42][CH2:43][CH2:44][O:45][CH3:46])[CH:32]=2)[C:5]([C@@H:7]2[C@@:12]([O:21]C)([C:13]3[CH:18]=[CH:17][C:16](=[O:19])[N:15]([CH3:20])[CH:14]=3)[CH2:11][CH2:10][N:9](C(OC(C)(C)C)=O)[CH2:8]2)=[O:6])[CH2:3][CH2:2]1.Cl, predict the reaction product. (5) The product is: [C:1](/[N:3]=[C:4](\[O:14][C:15]1[CH:20]=[CH:19][CH:18]=[CH:17][CH:16]=1)/[N:5]([C:6]1[CH:11]=[CH:10][C:9]([F:12])=[C:8]([F:13])[CH:7]=1)[CH2:22][CH2:23][CH2:24][O:25][CH:26]1[CH2:31][CH2:30][CH2:29][CH2:28][O:27]1)#[N:2]. Given the reactants [C:1](/[N:3]=[C:4](\[O:14][C:15]1[CH:20]=[CH:19][CH:18]=[CH:17][CH:16]=1)/[NH:5][C:6]1[CH:11]=[CH:10][C:9]([F:12])=[C:8]([F:13])[CH:7]=1)#[N:2].Br[CH2:22][CH2:23][CH2:24][O:25][CH:26]1[CH2:31][CH2:30][CH2:29][CH2:28][O:27]1.C(=O)([O-])[O-].[K+].[K+].O, predict the reaction product.